From a dataset of Catalyst prediction with 721,799 reactions and 888 catalyst types from USPTO. Predict which catalyst facilitates the given reaction. (1) Reactant: [Cl:1][C:2]1[CH:7]=[CH:6][C:5]([C@H:8]2[N:15]3[C:11]([S:12][C:13]([C:19]([N:21]4[CH2:41][C@H:40]([F:42])[CH2:39][C@H:22]4[C:23]([N:25]4[CH2:32][C:29]5([CH2:31][CH2:30]5)[N:28](C(=O)C(F)(F)F)[CH2:27][CH2:26]4)=[O:24])=[O:20])=[C:14]3[CH:16]([CH3:18])[CH3:17])=[N:10][C@:9]2([C:44]2[CH:45]=[N:46][C:47]([Cl:50])=[CH:48][CH:49]=2)[CH3:43])=[CH:4][C:3]=1[F:51].C(=O)([O-])[O-].[K+].[K+]. Product: [Cl:1][C:2]1[CH:7]=[CH:6][C:5]([C@H:8]2[N:15]3[C:11]([S:12][C:13]([C:19]([N:21]4[CH2:41][C@H:40]([F:42])[CH2:39][C@H:22]4[C:23]([N:25]4[CH2:32][C:29]5([CH2:30][CH2:31]5)[NH:28][CH2:27][CH2:26]4)=[O:24])=[O:20])=[C:14]3[CH:16]([CH3:17])[CH3:18])=[N:10][C@:9]2([C:44]2[CH:45]=[N:46][C:47]([Cl:50])=[CH:48][CH:49]=2)[CH3:43])=[CH:4][C:3]=1[F:51]. The catalyst class is: 125. (2) Reactant: Cl.[O:2]1[CH2:6][CH2:5][C@H:4]([NH2:7])[CH2:3]1.Cl[C:9]1[N:14]=[C:13]([C:15]([F:18])([F:17])[F:16])[C:12]([C:19]([O:21][CH3:22])=[O:20])=[CH:11][N:10]=1.CCN(C(C)C)C(C)C. Product: [O:2]1[CH2:6][CH2:5][C@H:4]([NH:7][C:9]2[N:14]=[C:13]([C:15]([F:17])([F:18])[F:16])[C:12]([C:19]([O:21][CH3:22])=[O:20])=[CH:11][N:10]=2)[CH2:3]1. The catalyst class is: 1. (3) Reactant: Cl.[Cl:2][C:3]1[CH:9]=[CH:8][C:6]([NH2:7])=[C:5]([N+:10]([O-:12])=[O:11])[CH:4]=1.[N:13]([O-])=O.[Na+]. Product: [Cl-:2].[Cl:2][C:3]1[CH:9]=[CH:8][C:6]([N+:7]#[N:13])=[C:5]([N+:10]([O-:12])=[O:11])[CH:4]=1. The catalyst class is: 6. (4) Reactant: [CH3:1][C:2]1[NH:3][C:4](=O)[C:5]2[N:10]([CH3:11])[C:9]([CH3:12])=[C:8]([CH3:13])[C:6]=2[N:7]=1.O=P(Cl)(Cl)[Cl:17].C(Cl)Cl.[OH-].[Na+]. Product: [Cl:17][C:4]1[C:5]2[N:10]([CH3:11])[C:9]([CH3:12])=[C:8]([CH3:13])[C:6]=2[N:7]=[C:2]([CH3:1])[N:3]=1. The catalyst class is: 6. (5) Reactant: Cl[C:2]1[N:7]=[CH:6][C:5]([NH:8][C:9]([C:11]2[N:12]([CH2:21][C:22]3[CH:27]=[CH:26][CH:25]=[C:24]([F:28])[CH:23]=3)[C:13]3[C:18]([CH:19]=2)=[CH:17][C:16]([F:20])=[CH:15][CH:14]=3)=[O:10])=[CH:4][CH:3]=1.[OH:29][CH:30]1[CH2:34][CH2:33][NH:32][CH2:31]1.O. Product: [OH:29][CH:30]1[CH2:34][CH2:33][N:32]([C:2]2[N:7]=[CH:6][C:5]([NH:8][C:9]([C:11]3[N:12]([CH2:21][C:22]4[CH:27]=[CH:26][CH:25]=[C:24]([F:28])[CH:23]=4)[C:13]4[C:18]([CH:19]=3)=[CH:17][C:16]([F:20])=[CH:15][CH:14]=4)=[O:10])=[CH:4][CH:3]=2)[CH2:31]1. The catalyst class is: 60. (6) Reactant: [CH3:1][NH:2][CH2:3][CH2:4][C@H:5]([O:11][C:12]1[CH:13]=[CH:14][CH:15]=[C:16]2[CH:21]=[CH:20][CH:19]=[CH:18][C:17]=12)[C:6]1[S:10][CH:9]=[CH:8][CH:7]=1.Cl.C(O)[C@H]([C@H]([C@@H]([C@@H](CO)O)O)O)O. Product: [CH3:1][NH:2][CH2:3][CH2:4][C@H:5]([O:11][C:12]1[CH:13]=[CH:14][CH:15]=[C:16]2[CH:21]=[CH:20][CH:19]=[CH:18][C:17]=12)[C:6]1[S:10][CH:9]=[CH:8][CH:7]=1. The catalyst class is: 40. (7) Reactant: [Cl:1][C:2]1[CH:29]=[CH:28][CH:27]=[CH:26][C:3]=1[C:4]([C:6]1[S:10][C:9]([NH:11][C:12]([C:14]2([C:17]3[CH:25]=[CH:24][C:20]4[O:21][CH2:22][O:23][C:19]=4[CH:18]=3)[CH2:16][CH2:15]2)=[O:13])=[N:8][CH:7]=1)=[O:5].[BH4-].[Na+]. Product: [Cl:1][C:2]1[CH:29]=[CH:28][CH:27]=[CH:26][C:3]=1[CH:4]([OH:5])[C:6]1[S:10][C:9]([NH:11][C:12]([C:14]2([C:17]3[CH:25]=[CH:24][C:20]4[O:21][CH2:22][O:23][C:19]=4[CH:18]=3)[CH2:15][CH2:16]2)=[O:13])=[N:8][CH:7]=1. The catalyst class is: 5.